This data is from Forward reaction prediction with 1.9M reactions from USPTO patents (1976-2016). The task is: Predict the product of the given reaction. (1) Given the reactants ClC1N=C(C2SC(C(C)C)=NC=2C2C=C(C=CC=2)N)C=CN=1.[Cl:23][C:24]1[N:29]=[C:28]([C:30]2[S:34][C:33]([C:35]([CH3:38])([CH3:37])[CH3:36])=[N:32][C:31]=2[C:39]2[C:40]([F:53])=[C:41]([NH:46]C(=O)OCC=C)[CH:42]=[CH:43][C:44]=2[F:45])[CH:27]=[CH:26][N:25]=1, predict the reaction product. The product is: [Cl:23][C:24]1[N:29]=[C:28]([C:30]2[S:34][C:33]([C:35]([CH3:38])([CH3:37])[CH3:36])=[N:32][C:31]=2[C:39]2[C:40]([F:53])=[C:41]([NH2:46])[CH:42]=[CH:43][C:44]=2[F:45])[CH:27]=[CH:26][N:25]=1. (2) Given the reactants [Cl-].O[NH3+:3].[C:4](=[O:7])([O-])[OH:5].[Na+].CS(C)=O.[C:13]([C:17]1[CH:22]=[CH:21][C:20]([N:23]2[C:28](=[O:29])[C:27]([CH2:30][C:31]3[CH:36]=[CH:35][C:34]([C:37]4[C:38]([C:43]#[N:44])=[CH:39][CH:40]=[CH:41][CH:42]=4)=[CH:33][CH:32]=3)=[C:26]([CH2:45][CH2:46][CH3:47])[N:25]=[C:24]2[CH3:48])=[CH:19][CH:18]=1)([CH3:16])([CH3:15])[CH3:14], predict the reaction product. The product is: [C:13]([C:17]1[CH:18]=[CH:19][C:20]([N:23]2[C:28](=[O:29])[C:27]([CH2:30][C:31]3[CH:32]=[CH:33][C:34]([C:37]4[CH:42]=[CH:41][CH:40]=[CH:39][C:38]=4[C:43]4[NH:3][C:4](=[O:7])[O:5][N:44]=4)=[CH:35][CH:36]=3)=[C:26]([CH2:45][CH2:46][CH3:47])[N:25]=[C:24]2[CH3:48])=[CH:21][CH:22]=1)([CH3:16])([CH3:15])[CH3:14]. (3) Given the reactants [Cl:1][C:2]1[C:7]([C:8]([F:11])([F:10])[F:9])=[CH:6][CH:5]=[CH:4][C:3]=1[C:12]([N:14]1[CH2:19][CH2:18][N:17]([CH2:20][CH3:21])[C:16](=[O:22])[CH2:15]1)=[O:13].Br[CH2:24][CH:25]1CC1, predict the reaction product. The product is: [Cl:1][C:2]1[C:7]([C:8]([F:11])([F:9])[F:10])=[CH:6][CH:5]=[CH:4][C:3]=1[C:12]([N:14]1[CH2:19][CH2:18][N:17]([CH2:20][CH:21]2[CH2:25][CH2:24]2)[C:16](=[O:22])[CH2:15]1)=[O:13]. (4) Given the reactants [OH:1][CH:2]1[CH2:7][CH:6]([CH3:8])[N:5]([C:9]([O:11][C:12]([CH3:15])([CH3:14])[CH3:13])=[O:10])[CH2:4][CH:3]1[C:16]([O:18][CH3:19])=[O:17].CC(OI1(OC(C)=O)(OC(C)=O)OC(=O)C2C=CC=CC1=2)=O.C(OCC)(=O)C, predict the reaction product. The product is: [CH3:8][CH:6]1[N:5]([C:9]([O:11][C:12]([CH3:15])([CH3:14])[CH3:13])=[O:10])[CH2:4][CH:3]([C:16]([O:18][CH3:19])=[O:17])[C:2](=[O:1])[CH2:7]1. (5) Given the reactants [CH3:1][C:2]1[CH:7]=[CH:6][C:5]([CH2:8][CH:9]=[CH:10][O:11]C)=[CH:4][CH:3]=1.CC1C=CC(C=O)=CC=1, predict the reaction product. The product is: [CH3:1][C:2]1[CH:7]=[CH:6][C:5]([CH2:8][CH2:9][CH:10]=[O:11])=[CH:4][CH:3]=1.